Dataset: Forward reaction prediction with 1.9M reactions from USPTO patents (1976-2016). Task: Predict the product of the given reaction. (1) Given the reactants [C:1]1([CH:7]([NH:9][C:10]([C:12]2[S:13][C:14]([C:17]3[CH:22]=[CH:21][N:20]=[C:19]([NH:23][C:24]4[CH:29]=[CH:28][C:27]([O:30][CH3:31])=[C:26]([OH:32])[CH:25]=4)[N:18]=3)=[CH:15][CH:16]=2)=[O:11])[CH3:8])[CH:6]=[CH:5][CH:4]=[CH:3][CH:2]=1.[CH3:33][N:34]([CH2:36][CH2:37]O)[CH3:35].C1(P(C2C=CC=CC=2)C2C=CC=CC=2)C=CC=CC=1.C(OC([N+](C(OC(C)C)=O)=[N-])=O)(C)C, predict the reaction product. The product is: [C:1]1([CH:7]([NH:9][C:10]([C:12]2[S:13][C:14]([C:17]3[CH:22]=[CH:21][N:20]=[C:19]([NH:23][C:24]4[CH:29]=[CH:28][C:27]([O:30][CH3:31])=[C:26]([O:32][CH2:37][CH2:36][N:34]([CH3:35])[CH3:33])[CH:25]=4)[N:18]=3)=[CH:15][CH:16]=2)=[O:11])[CH3:8])[CH:6]=[CH:5][CH:4]=[CH:3][CH:2]=1. (2) Given the reactants [Cl:1][C:2]1[CH:36]=[CH:35][C:5]([O:6][C:7]2[C:12]([F:13])=[CH:11][C:10]([S:14]([N:17](CC3C=CC(OC)=CC=3OC)[C:18]3[S:22][N:21]=[CH:20][N:19]=3)(=[O:16])=[O:15])=[C:9]([F:34])[CH:8]=2)=[C:4]([C:37]2[N:42]3[CH:43]=[N:44][CH:45]=[C:41]3[C:40](=[O:46])[N:39](CC3C=CC(OC)=CC=3)[CH:38]=2)[CH:3]=1.C1(OC)C=CC=CC=1.FC(F)(F)S(O)(=O)=O, predict the reaction product. The product is: [Cl:1][C:2]1[CH:36]=[CH:35][C:5]([O:6][C:7]2[C:12]([F:13])=[CH:11][C:10]([S:14]([NH:17][C:18]3[S:22][N:21]=[CH:20][N:19]=3)(=[O:15])=[O:16])=[C:9]([F:34])[CH:8]=2)=[C:4]([C:37]2[N:42]3[CH:43]=[N:44][CH:45]=[C:41]3[C:40](=[O:46])[NH:39][CH:38]=2)[CH:3]=1. (3) The product is: [CH2:1]([O:5][CH2:6][CH2:7][O:8][C:9]1[CH:10]=[CH:11][C:12]([C:15]2[CH:16]=[CH:17][C:18]3[N:24]([C:25](=[O:30])[C:26]([F:29])([F:28])[F:27])[CH2:23][CH2:22][C:21]([C:31]([NH:33][C:34]4[CH:39]=[CH:38][C:37]([CH:40]([OH:48])[C:41]5[CH:46]=[C:45]([CH3:47])[CH:44]=[CH:43][N+:42]=5[O-:58])=[CH:36][CH:35]=4)=[O:32])=[CH:20][C:19]=3[CH:49]=2)=[CH:13][CH:14]=1)[CH2:2][CH2:3][CH3:4]. Given the reactants [CH2:1]([O:5][CH2:6][CH2:7][O:8][C:9]1[CH:14]=[CH:13][C:12]([C:15]2[CH:16]=[CH:17][C:18]3[N:24]([C:25](=[O:30])[C:26]([F:29])([F:28])[F:27])[CH2:23][CH2:22][C:21]([C:31]([NH:33][C:34]4[CH:39]=[CH:38][C:37]([CH:40]([OH:48])[C:41]5[CH:46]=[C:45]([CH3:47])[CH:44]=[CH:43][N:42]=5)=[CH:36][CH:35]=4)=[O:32])=[CH:20][C:19]=3[CH:49]=2)=[CH:11][CH:10]=1)[CH2:2][CH2:3][CH3:4].ClC1C=CC=C(C(OO)=[O:58])C=1.S([O-])([O-])(=O)=S.[Na+].[Na+], predict the reaction product. (4) Given the reactants [CH3:1][N:2]1[CH2:7][CH2:6][NH:5][CH2:4][CH2:3]1.C(N(CC)CC)C.[F:15][C:16]1[CH:21]=[CH:20][C:19]([N:22]2[C:31]3[C:26](=[CH:27][C:28]([F:33])=[C:29](F)[CH:30]=3)[C:25](=[O:34])[N:24]([O:35][CH2:36][C:37]3[CH:42]=[CH:41][CH:40]=[CH:39][CH:38]=3)[C:23]2=[O:43])=[CH:18][CH:17]=1, predict the reaction product. The product is: [F:33][C:28]1[CH:27]=[CH:26][C:31]([N:22]2[C:19]3[C:20](=[CH:21][C:16]([F:15])=[C:17]([N:5]4[CH2:6][CH2:7][N:2]([CH3:1])[CH2:3][CH2:4]4)[CH:18]=3)[C:25](=[O:34])[N:24]([O:35][CH2:36][C:37]3[CH:38]=[CH:39][CH:40]=[CH:41][CH:42]=3)[C:23]2=[O:43])=[CH:30][CH:29]=1. (5) Given the reactants [Cl:1][C:2]1[C:11]2[C:6](=[CH:7][C:8]([C:12]3[O:13][C:14]4[CH:26]=[CH:25][CH:24]=[CH:23][C:15]=4[C:16]=3[C:17](=[O:22])[CH2:18][CH2:19][CH2:20][CH3:21])=[CH:9][CH:10]=2)[CH:5]=[CH:4][C:3]=1[O:27][CH2:28][C:29]([O:31]CC)=[O:30].[OH-].[K+], predict the reaction product. The product is: [Cl:1][C:2]1[C:11]2[C:6](=[CH:7][C:8]([C:12]3[O:13][C:14]4[CH:26]=[CH:25][CH:24]=[CH:23][C:15]=4[C:16]=3[C:17](=[O:22])[CH2:18][CH2:19][CH2:20][CH3:21])=[CH:9][CH:10]=2)[CH:5]=[CH:4][C:3]=1[O:27][CH2:28][C:29]([OH:31])=[O:30].